Dataset: Forward reaction prediction with 1.9M reactions from USPTO patents (1976-2016). Task: Predict the product of the given reaction. Given the reactants [Cl:1][C:2]1[C:3]2[NH:10][CH:9]=[CH:8][C:4]=2[N:5]=[CH:6][N:7]=1.Br[CH2:12][CH2:13][O:14][Si:15]([C:18]([CH3:21])([CH3:20])[CH3:19])([CH3:17])[CH3:16].C(=O)([O-])[O-].[Cs+].[Cs+], predict the reaction product. The product is: [Si:15]([O:14][CH2:13][CH2:12][N:10]1[C:3]2[C:2]([Cl:1])=[N:7][CH:6]=[N:5][C:4]=2[CH:8]=[CH:9]1)([C:18]([CH3:21])([CH3:20])[CH3:19])([CH3:17])[CH3:16].